Dataset: TCR-epitope binding with 47,182 pairs between 192 epitopes and 23,139 TCRs. Task: Binary Classification. Given a T-cell receptor sequence (or CDR3 region) and an epitope sequence, predict whether binding occurs between them. (1) The epitope is ILKEPVHGV. The TCR CDR3 sequence is CATSRVGQWNTEAFF. Result: 0 (the TCR does not bind to the epitope). (2) The epitope is TLIGDCATV. The TCR CDR3 sequence is CASSPLAGVADTQYF. Result: 1 (the TCR binds to the epitope). (3) The epitope is KAFSPEVIPMF. The TCR CDR3 sequence is CASREWGGSVNEQFF. Result: 0 (the TCR does not bind to the epitope). (4) The TCR CDR3 sequence is CASGRTDETGELFF. The epitope is SFHSLHLLF. Result: 0 (the TCR does not bind to the epitope). (5) The epitope is GLCTLVAML. The TCR CDR3 sequence is CASQKRGDTDTQYF. Result: 0 (the TCR does not bind to the epitope). (6) The epitope is WICLLQFAY. The TCR CDR3 sequence is CASDTASSYNSPLHF. Result: 1 (the TCR binds to the epitope). (7) The epitope is YIFFASFYY. The TCR CDR3 sequence is CASSLTWGGSSPLHF. Result: 0 (the TCR does not bind to the epitope).